From a dataset of Full USPTO retrosynthesis dataset with 1.9M reactions from patents (1976-2016). Predict the reactants needed to synthesize the given product. (1) The reactants are: Br[C:2]1[C:3]([F:33])=[CH:4][C:5]2[CH:11]3[CH2:12][CH:9]([CH2:10]3)[N:8]3[C:13]([CH:19]([OH:31])[C:20]4[N:24]([CH:25]5[CH2:30][CH2:29][CH2:28][CH2:27][O:26]5)[N:23]=[CH:22][CH:21]=4)=[C:14]([C:16]([NH2:18])=[O:17])[N:15]=[C:7]3[C:6]=2[CH:32]=1.[C:34]([C:36]1([OH:41])[CH2:40][CH2:39][CH2:38][CH2:37]1)#[CH:35].C(NC(C)C)(C)C. Given the product [N:15]1[C:14]([C:16]([NH2:18])=[O:17])=[CH:13][N:8]2[CH:9]3[CH2:12][CH:11]([CH2:10]3)[C:5]3[CH:4]=[CH:3][CH:2]=[CH:32][C:6]=3[C:7]=12.[F:33][C:3]1[C:2]([C:35]#[C:34][C:36]2([OH:41])[CH2:40][CH2:39][CH2:38][CH2:37]2)=[CH:32][C:6]2[C:7]3[N:8]([C:13]([CH:19]([OH:31])[C:20]4[N:24]([CH:25]5[CH2:30][CH2:29][CH2:28][CH2:27][O:26]5)[N:23]=[CH:22][CH:21]=4)=[C:14]([C:16]([NH2:18])=[O:17])[N:15]=3)[CH:9]3[CH2:10][CH:11]([C:5]=2[CH:4]=1)[CH2:12]3, predict the reactants needed to synthesize it. (2) Given the product [CH2:27]1[C:28]2[C:33](=[CH:32][CH:31]=[CH:30][CH:29]=2)[CH2:34][CH2:35][N:26]1[CH2:25][CH:24]([OH:36])[CH2:23][NH:22][C:17](=[O:19])[CH2:16][O:15][C:11]1[CH:10]=[CH:9][CH:8]=[C:7]2[C:12]=1[CH2:13][CH2:14][N:5]([S:2]([CH3:1])(=[O:3])=[O:4])[CH2:6]2, predict the reactants needed to synthesize it. The reactants are: [CH3:1][S:2]([N:5]1[CH2:14][CH2:13][C:12]2[C:7](=[CH:8][CH:9]=[CH:10][C:11]=2[O:15][CH2:16][C:17]([O:19]CC)=O)[CH2:6]1)(=[O:4])=[O:3].[NH2:22][CH2:23][CH:24]([OH:36])[CH2:25][N:26]1[CH2:35][CH2:34][C:33]2[C:28](=[CH:29][CH:30]=[CH:31][CH:32]=2)[CH2:27]1. (3) Given the product [CH3:1][O:2][C:3]([C:5]1[N:6]([CH2:25][C:26]2[CH:27]=[CH:28][C:29]([S:32]([CH3:35])(=[O:33])=[O:34])=[CH:30][CH:31]=2)[C:7](=[O:24])[C:8]2[C:13]([C:14]=1[C:41]1[CH:42]=[CH:43][C:38]([CH:36]=[O:37])=[CH:39][CH:40]=1)=[CH:12][C:11]([Cl:23])=[CH:10][CH:9]=2)=[O:4], predict the reactants needed to synthesize it. The reactants are: [CH3:1][O:2][C:3]([C:5]1[N:6]([CH2:25][C:26]2[CH:31]=[CH:30][C:29]([S:32]([CH3:35])(=[O:34])=[O:33])=[CH:28][CH:27]=2)[C:7](=[O:24])[C:8]2[C:13]([C:14]=1OS(C(F)(F)F)(=O)=O)=[CH:12][C:11]([Cl:23])=[CH:10][CH:9]=2)=[O:4].[CH:36]([C:38]1[CH:43]=[CH:42][C:41](B(O)O)=[CH:40][CH:39]=1)=[O:37]. (4) Given the product [Br:13][C:10]1[CH:11]=[CH:12][C:7]([O:6][CH2:5][C:4]([OH:3])=[O:18])=[C:8]([C:14]2[N:26]=[C:24]([C:23]3[CH:27]=[CH:28][C:20]([Cl:19])=[CH:21][CH:22]=3)[O:25][CH:15]=2)[CH:9]=1, predict the reactants needed to synthesize it. The reactants are: C([O:3][C:4](=[O:18])[CH2:5][O:6][C:7]1[CH:12]=[CH:11][C:10]([Br:13])=[CH:9][C:8]=1[C:14](=O)[CH2:15]Br)C.[Cl:19][C:20]1[CH:28]=[CH:27][C:23]([C:24]([NH2:26])=[O:25])=[CH:22][CH:21]=1.